From a dataset of Full USPTO retrosynthesis dataset with 1.9M reactions from patents (1976-2016). Predict the reactants needed to synthesize the given product. (1) Given the product [C:1]1([C:7]2[O:11][N:10]=[C:9]([CH2:12][OH:13])[C:8]=2[C:15]([F:17])([F:18])[F:16])[CH:2]=[CH:3][CH:4]=[CH:5][CH:6]=1, predict the reactants needed to synthesize it. The reactants are: [C:1]1([C:7]2[O:11][N:10]=[C:9]([C:12](O)=[O:13])[C:8]=2[C:15]([F:18])([F:17])[F:16])[CH:6]=[CH:5][CH:4]=[CH:3][CH:2]=1.CN1CCOCC1.ClC(OCC(C)C)=O.[BH4-].[Na+]. (2) The reactants are: [N:1]1[CH:6]=[CH:5][CH:4]=[N:3][C:2]=1[N:7]1[CH2:12][CH2:11][CH:10]([C:13]([OH:15])=O)[CH2:9][CH2:8]1.O.ON1C2C=CC=CC=2N=N1.Cl.CN(C)CCCN=C=NCC.[C:39]([NH:44][NH2:45])(=[O:43])[CH2:40][CH2:41][CH3:42]. Given the product [C:39]([NH:44][NH:45][C:13]([CH:10]1[CH2:9][CH2:8][N:7]([C:2]2[N:1]=[CH:6][CH:5]=[CH:4][N:3]=2)[CH2:12][CH2:11]1)=[O:15])(=[O:43])[CH2:40][CH2:41][CH3:42], predict the reactants needed to synthesize it.